From a dataset of Full USPTO retrosynthesis dataset with 1.9M reactions from patents (1976-2016). Predict the reactants needed to synthesize the given product. (1) Given the product [NH2:1][C:2]1[N:3]([CH2:24][CH3:25])[C:4](=[O:23])[C:5]2([C:15]3[C:10](=[CH:11][CH:12]=[C:13]([C:30]4[CH:29]=[C:28]([CH:33]=[CH:32][CH:31]=4)[C:26]#[N:27])[CH:14]=3)[O:9][CH:8]([C:17]3[CH:22]=[CH:21][CH:20]=[CH:19][CH:18]=3)[CH2:7]2)[N:6]=1, predict the reactants needed to synthesize it. The reactants are: [NH2:1][C:2]1[N:3]([CH2:24][CH3:25])[C:4](=[O:23])[C:5]2([C:15]3[C:10](=[CH:11][CH:12]=[C:13](Br)[CH:14]=3)[O:9][CH:8]([C:17]3[CH:22]=[CH:21][CH:20]=[CH:19][CH:18]=3)[CH2:7]2)[N:6]=1.[C:26]([C:28]1[CH:33]=[CH:32][C:31](B(O)O)=[CH:30][CH:29]=1)#[N:27]. (2) Given the product [CH3:1][O:2][C:3](=[O:27])[CH2:4][C:5]1[CH:6]=[C:7]([C:13]2[CH:18]=[CH:17][C:16]([C:19]([F:21])([F:20])[F:22])=[CH:15][C:14]=2[CH2:23][N:24]([CH2:25][CH3:26])[C:32]([N:31]2[CH2:28][CH2:30][CH2:36][CH2:34]2)=[O:38])[C:8]([O:11][CH3:12])=[CH:9][CH:10]=1, predict the reactants needed to synthesize it. The reactants are: [CH3:1][O:2][C:3](=[O:27])[CH2:4][C:5]1[CH:6]=[C:7]([C:13]2[CH:18]=[CH:17][C:16]([C:19]([F:22])([F:21])[F:20])=[CH:15][C:14]=2[CH2:23][NH:24][CH2:25][CH3:26])[C:8]([O:11][CH3:12])=[CH:9][CH:10]=1.[CH:28]([N:31]([CH:34]([CH3:36])C)[CH2:32]C)([CH3:30])C.C(Cl)(Cl)=[O:38].N1CCCC1. (3) The reactants are: [F:1][C:2]1[CH:7]=[C:6]([F:8])[CH:5]=[CH:4][C:3]=1[C:9]1[CH:14]=[CH:13][C:12]([O:15][CH2:16][C:17]2[CH:22]=[CH:21][CH:20]=[C:19]([N+:23]([O-])=O)[CH:18]=2)=[CH:11][CH:10]=1.[CH2:26]([O:33][C:34]([C@@H:36]1[CH2:40][CH2:39][CH2:38][C@H:37]1[C:41](O)=[O:42])=[O:35])[C:27]1[CH:32]=[CH:31][CH:30]=[CH:29][CH:28]=1.C(N(CC)CC)C.F[P-](F)(F)(F)(F)F.N1(O[P+](N(C)C)(N(C)C)N(C)C)C2C=CC=CC=2N=N1. Given the product [CH2:26]([O:33][C:34]([C@@H:36]1[CH2:40][CH2:39][CH2:38][C@H:37]1[C:41](=[O:42])[NH:23][C:19]1[CH:20]=[CH:21][CH:22]=[C:17]([CH2:16][O:15][C:12]2[CH:13]=[CH:14][C:9]([C:3]3[CH:4]=[CH:5][C:6]([F:8])=[CH:7][C:2]=3[F:1])=[CH:10][CH:11]=2)[CH:18]=1)=[O:35])[C:27]1[CH:32]=[CH:31][CH:30]=[CH:29][CH:28]=1, predict the reactants needed to synthesize it.